This data is from Forward reaction prediction with 1.9M reactions from USPTO patents (1976-2016). The task is: Predict the product of the given reaction. Given the reactants B(F)(F)F.CSC.C[O:9][C:10]1[CH:11]=[C:12]([C:17]2[N:21]([CH2:22][C:23]#[N:24])[N:20]=[CH:19][C:18]=2[C:25]2[CH:30]=[CH:29][N:28]=[C:27]([C:31]3[CH:36]=[CH:35][CH:34]=[C:33]([NH:37][C:38](=[O:40])[CH3:39])[CH:32]=3)[CH:26]=2)[CH:13]=[C:14]([CH3:16])[CH:15]=1, predict the reaction product. The product is: [OH:9][C:10]1[CH:11]=[C:12]([C:17]2[N:21]([CH2:22][C:23]#[N:24])[N:20]=[CH:19][C:18]=2[C:25]2[CH:30]=[CH:29][N:28]=[C:27]([C:31]3[CH:36]=[CH:35][CH:34]=[C:33]([NH:37][C:38](=[O:40])[CH3:39])[CH:32]=3)[CH:26]=2)[CH:13]=[C:14]([CH3:16])[CH:15]=1.